The task is: Predict the product of the given reaction.. This data is from Forward reaction prediction with 1.9M reactions from USPTO patents (1976-2016). (1) The product is: [C:1]([C:3]1[C:4]([C:13]2[CH:14]=[CH:15][C:16]([C:19]3[S:20][CH:21]=[CH:22][C:23]=3[S:24][CH3:25])=[CH:17][CH:18]=2)=[C:5]([C:8]([O:10][CH2:11][CH3:12])=[O:9])[NH:6][C:7]=1[I:26])#[N:2]. Given the reactants [C:1]([C:3]1[C:4]([C:13]2[CH:18]=[CH:17][C:16]([C:19]3[S:20][CH:21]=[CH:22][C:23]=3[S:24][CH3:25])=[CH:15][CH:14]=2)=[C:5]([C:8]([O:10][CH2:11][CH3:12])=[O:9])[NH:6][CH:7]=1)#[N:2].[I:26]NC(=O)CCC(N)=O, predict the reaction product. (2) Given the reactants Cl.[CH3:2][C:3]1[CH:8]=[CH:7][CH:6]=[C:5]([C:9]2[N:13]=[C:12]([C@H:14]3[CH2:19][CH2:18][CH2:17][NH:16][CH2:15]3)[O:11][N:10]=2)[N:4]=1.C(N(CC)CC)C.[F:27][C:28]1[CH:36]=[CH:35][C:31]([C:32](Cl)=[O:33])=[CH:30][CH:29]=1.[OH-].[Na+], predict the reaction product. The product is: [F:27][C:28]1[CH:36]=[CH:35][C:31]([C:32]([N:16]2[CH2:17][CH2:18][CH2:19][C@H:14]([C:12]3[O:11][N:10]=[C:9]([C:5]4[CH:6]=[CH:7][CH:8]=[C:3]([CH3:2])[N:4]=4)[N:13]=3)[CH2:15]2)=[O:33])=[CH:30][CH:29]=1. (3) Given the reactants [NH:1]1[CH2:4][CH:3]([O:5][C:6]2[CH:11]=[CH:10][C:9]([S:12][C:13]3[C:14]([C:26]([NH:28][C:29]4[S:33][N:32]=[C:31]([CH3:34])[N:30]=4)=[O:27])=[N:15][C:16]([S:19][C:20]4[N:24]([CH3:25])[CH:23]=[N:22][N:21]=4)=[CH:17][CH:18]=3)=[CH:8][CH:7]=2)[CH2:2]1.[CH:35](=O)[CH3:36], predict the reaction product. The product is: [CH2:35]([N:1]1[CH2:2][CH:3]([O:5][C:6]2[CH:11]=[CH:10][C:9]([S:12][C:13]3[C:14]([C:26]([NH:28][C:29]4[S:33][N:32]=[C:31]([CH3:34])[N:30]=4)=[O:27])=[N:15][C:16]([S:19][C:20]4[N:24]([CH3:25])[CH:23]=[N:22][N:21]=4)=[CH:17][CH:18]=3)=[CH:8][CH:7]=2)[CH2:4]1)[CH3:36]. (4) Given the reactants C([C:4]1[CH:36]=[CH:35][C:7]2[N:8]([C:13]3[CH:18]=[CH:17][C:16]([CH2:19][CH2:20][NH:21][C:22]([NH:24][S:25]([C:28]4[CH:33]=[CH:32][C:31]([CH3:34])=[CH:30][CH:29]=4)(=[O:27])=[O:26])=[O:23])=[CH:15][CH:14]=3)[C:9]([CH2:11][CH3:12])=[N:10][C:6]=2[CH:5]=1)(=O)C.[C:37]1([CH3:47])[CH:42]=[CH:41][C:40]([S:43]([OH:46])(=[O:45])=[O:44])=[CH:39][CH:38]=1.[CH2:48]([OH:50])[CH3:49], predict the reaction product. The product is: [C:48]([C:36]1[CH:4]=[CH:5][C:6]2[N:10]=[C:9]([CH2:11][CH3:12])[N:8]([C:13]3[CH:14]=[CH:15][C:16]([CH2:19][CH2:20][NH:21][C:22]([NH:24][S:25]([C:28]4[CH:29]=[CH:30][C:31]([CH3:34])=[CH:32][CH:33]=4)(=[O:26])=[O:27])=[O:23])=[CH:17][CH:18]=3)[C:7]=2[CH:35]=1)(=[O:50])[CH3:49].[CH3:47][C:37]1[CH:42]=[CH:41][C:40]([S:43]([OH:46])(=[O:45])=[O:44])=[CH:39][CH:38]=1. (5) Given the reactants F[C:2]1[C:7]([C:8]2[N:13]=[C:12]([CH3:14])[N:11]=[C:10]([NH2:15])[N:9]=2)=[CH:6][C:5]([CH2:16][N:17]2[CH2:22][CH2:21][O:20][CH2:19][CH2:18]2)=[CH:4][N:3]=1.[NH2:23][C:24]1[CH:25]=[C:26]([NH:31][S:32]([CH3:35])(=[O:34])=[O:33])[C:27]([Cl:30])=[N:28][CH:29]=1.C[Si]([N-][Si](C)(C)C)(C)C.[Na+].CO, predict the reaction product. The product is: [NH2:15][C:10]1[N:11]=[C:12]([CH3:14])[N:13]=[C:8]([C:7]2[C:2]([NH:23][C:24]3[CH:25]=[C:26]([NH:31][S:32]([CH3:35])(=[O:34])=[O:33])[C:27]([Cl:30])=[N:28][CH:29]=3)=[N:3][CH:4]=[C:5]([CH2:16][N:17]3[CH2:22][CH2:21][O:20][CH2:19][CH2:18]3)[CH:6]=2)[N:9]=1. (6) Given the reactants Cl.[Cl:2][C:3]1[CH:8]=[CH:7][C:6]([C:9]2([CH:13]3[C:22]4[C:17](=[CH:18][CH:19]=[C:20]([O:23][CH2:24][CH2:25][NH:26][S:27]([CH2:30][CH2:31][CH3:32])(=[O:29])=[O:28])[CH:21]=4)[CH2:16][CH2:15][NH:14]3)[CH2:12][CH2:11][CH2:10]2)=[CH:5][CH:4]=1.[N-:33]([C:36]#[N:37])[C:34]#[N:35].[Na+], predict the reaction product. The product is: [Cl:2][C:3]1[CH:8]=[CH:7][C:6]([C:9]2([CH:13]3[C:22]4[C:17](=[CH:18][CH:19]=[C:20]([O:23][CH2:24][CH2:25][NH:26][S:27]([CH2:30][CH2:31][CH3:32])(=[O:28])=[O:29])[CH:21]=4)[CH2:16][CH2:15][N:14]3[C:36](=[NH:37])[NH:33][C:34]#[N:35])[CH2:10][CH2:11][CH2:12]2)=[CH:5][CH:4]=1. (7) Given the reactants [CH2:1]([O:3][C:4]1[CH:5]=[C:6]([CH:9]=[C:10]([O:13][CH2:14][CH3:15])[C:11]=1I)[CH:7]=[O:8])[CH3:2].[F:16][C:17]1[CH:22]=[CH:21][C:20](B(O)O)=[CH:19][CH:18]=1.[O-]P([O-])([O-])=O.[K+].[K+].[K+], predict the reaction product. The product is: [CH2:1]([O:3][C:4]1[CH:5]=[C:6]([CH:7]=[O:8])[CH:9]=[C:10]([O:13][CH2:14][CH3:15])[C:11]=1[C:20]1[CH:21]=[CH:22][C:17]([F:16])=[CH:18][CH:19]=1)[CH3:2].